Dataset: Reaction yield outcomes from USPTO patents with 853,638 reactions. Task: Predict the reaction yield, written as a fraction of the theoretical maximum amount of product (1.0 means a 100% yield; for example, 0.34 means a 34% yield). (1) The reactants are [Cl:1][C:2]1[C:11]([O:12][CH2:13][C:14]2[CH:19]=[CH:18][C:17]([O:20][CH3:21])=[CH:16][CH:15]=2)=[C:10]([O:22][CH2:23][C:24]2[CH:29]=[CH:28][C:27]([O:30][CH3:31])=[CH:26][CH:25]=2)[CH:9]=[C:8]2[C:3]=1[C:4](=[O:47])[C:5]([C:35]([O:37]CC1C=CC(OC)=CC=1)=[O:36])=[CH:6][N:7]2[CH:32]1[CH2:34][CH2:33]1.[OH-].[K+]. The catalyst is CO.O. The product is [Cl:1][C:2]1[C:11]([O:12][CH2:13][C:14]2[CH:15]=[CH:16][C:17]([O:20][CH3:21])=[CH:18][CH:19]=2)=[C:10]([O:22][CH2:23][C:24]2[CH:29]=[CH:28][C:27]([O:30][CH3:31])=[CH:26][CH:25]=2)[CH:9]=[C:8]2[C:3]=1[C:4](=[O:47])[C:5]([C:35]([OH:37])=[O:36])=[CH:6][N:7]2[CH:32]1[CH2:33][CH2:34]1. The yield is 0.860. (2) The reactants are [NH2:1][C:2]1[O:6][N:5]=[C:4]([C:7]2[CH:12]=[CH:11][CH:10]=[C:9]([C:13]([F:16])([F:15])[F:14])[CH:8]=2)[C:3]=1[C:17]([O-:19])=[O:18].[OH-].[Na+]. The catalyst is CO. The product is [NH2:1][C:2]1[O:6][N:5]=[C:4]([C:7]2[CH:12]=[CH:11][CH:10]=[C:9]([C:13]([F:16])([F:15])[F:14])[CH:8]=2)[C:3]=1[C:17]([OH:19])=[O:18]. The yield is 0.730. (3) The reactants are [Cl-].O[NH3+:3].[C:4](=[O:7])([O-])[OH:5].[Na+].CS(C)=O.[CH:13]1([C:16]2[N:17]=[C:18]([CH3:48])[N:19]([C:38]3[CH:39]=[CH:40][C:41]4[O:45][CH:44]([CH3:46])[CH2:43][C:42]=4[CH:47]=3)[C:20](=[O:37])[C:21]=2[CH2:22][C:23]2[CH:28]=[CH:27][C:26]([C:29]3[C:30]([C:35]#[N:36])=[CH:31][CH:32]=[CH:33][CH:34]=3)=[CH:25][CH:24]=2)[CH2:15][CH2:14]1. The catalyst is C(OCC)(=O)C. The product is [CH:13]1([C:16]2[N:17]=[C:18]([CH3:48])[N:19]([C:38]3[CH:39]=[CH:40][C:41]4[O:45][CH:44]([CH3:46])[CH2:43][C:42]=4[CH:47]=3)[C:20](=[O:37])[C:21]=2[CH2:22][C:23]2[CH:24]=[CH:25][C:26]([C:29]3[CH:34]=[CH:33][CH:32]=[CH:31][C:30]=3[C:35]3[NH:3][C:4](=[O:7])[O:5][N:36]=3)=[CH:27][CH:28]=2)[CH2:15][CH2:14]1. The yield is 0.350. (4) The reactants are Br[C:2]1[C:12]2[O:11][CH2:10][CH2:9][N:8]([C:13]([O:15][C:16]([CH3:19])([CH3:18])[CH3:17])=[O:14])[CH2:7][C:6]=2[CH:5]=[CH:4][CH:3]=1.[NH:20]1[CH2:24][CH2:23][CH2:22][C:21]1=[O:25].P([O-])([O-])([O-])=O.[K+].[K+].[K+].[C@@H]1(N)CCCC[C@H]1N. The catalyst is C(OCC)(=O)C.O.O1CCOCC1.CN(C)C=O. The product is [O:25]=[C:21]1[CH2:22][CH2:23][CH2:24][N:20]1[C:2]1[C:12]2[O:11][CH2:10][CH2:9][N:8]([C:13]([O:15][C:16]([CH3:19])([CH3:18])[CH3:17])=[O:14])[CH2:7][C:6]=2[CH:5]=[CH:4][CH:3]=1. The yield is 0.864. (5) The reactants are [CH2:1]([NH:8][C:9]1[CH:28]=[CH:27][C:12]([CH2:13][NH:14][C:15]([C:17]2[CH:18]=[C:19]3[C:24](=[CH:25][CH:26]=2)[N:23]=[CH:22][CH:21]=[CH:20]3)=[O:16])=[CH:11][CH:10]=1)[C:2]1[CH:7]=[CH:6][CH:5]=[CH:4][CH:3]=1.N1C=CC=C[C:30]=1OCC1C=CC(CNC(C2C(N)=NC(N)=CN=2)=O)=CC=1.C=O.C(=O)(O)[O-].[Na+]. The catalyst is C(O)(=O)C.O1CCCC1. The product is [CH2:1]([N:8]([CH3:30])[C:9]1[CH:10]=[CH:11][C:12]([CH2:13][NH:14][C:15]([C:17]2[CH:18]=[C:19]3[C:24](=[CH:25][CH:26]=2)[N:23]=[CH:22][CH:21]=[CH:20]3)=[O:16])=[CH:27][CH:28]=1)[C:2]1[CH:3]=[CH:4][CH:5]=[CH:6][CH:7]=1. The yield is 0.350. (6) The reactants are [Cl:1][C:2]1[N:7]=[C:6]([CH2:8][O:9][C:10]2[CH:11]=[C:12]([O:22][C:23]3[CH:28]=[CH:27][C:26]([S:29]([CH3:32])(=[O:31])=[O:30])=[CH:25][CH:24]=3)[CH:13]=[C:14]3[C:18]=2[NH:17][C:16]([C:19](O)=[O:20])=[CH:15]3)[CH:5]=[CH:4][CH:3]=1.Cl.C[N:35](C)CCCN=C=NCC.[NH4+].ON1C2C=CC=CC=2N=N1.CN(C)C=O. The catalyst is O. The product is [Cl:1][C:2]1[N:7]=[C:6]([CH2:8][O:9][C:10]2[CH:11]=[C:12]([O:22][C:23]3[CH:24]=[CH:25][C:26]([S:29]([CH3:32])(=[O:31])=[O:30])=[CH:27][CH:28]=3)[CH:13]=[C:14]3[C:18]=2[NH:17][C:16]([C:19]([NH2:35])=[O:20])=[CH:15]3)[CH:5]=[CH:4][CH:3]=1. The yield is 0.900. (7) The reactants are N[C:2]1[C:6]2=[N:7][CH:8]=[C:9]([Cl:11])[CH:10]=[C:5]2[O:4][C:3]=1C(OCC)=O.Cl.C([O-])(O)=[O:19].[Na+]. No catalyst specified. The product is [Cl:11][C:9]1[CH:10]=[C:5]2[O:4][CH2:3][C:2](=[O:19])[C:6]2=[N:7][CH:8]=1. The yield is 0.200.